Dataset: Full USPTO retrosynthesis dataset with 1.9M reactions from patents (1976-2016). Task: Predict the reactants needed to synthesize the given product. (1) Given the product [CH2:25]([C@H:2]1[NH:1][C:28](=[O:30])[N:5]([C:6]2[CH:7]=[N:8][C:9]([O:12][C:13]3[C:18]4[C:19]([CH:22]([CH3:23])[CH3:24])=[N:20][O:21][C:17]=4[CH:16]=[CH:15][CH:14]=3)=[CH:10][CH:11]=2)[C:3]1=[O:4])[CH3:26], predict the reactants needed to synthesize it. The reactants are: [NH2:1][C@H:2]([CH2:25][CH3:26])[C:3]([NH:5][C:6]1[CH:7]=[N:8][C:9]([O:12][C:13]2[C:18]3[C:19]([CH:22]([CH3:24])[CH3:23])=[N:20][O:21][C:17]=3[CH:16]=[CH:15][CH:14]=2)=[CH:10][CH:11]=1)=[O:4].Cl[C:28](Cl)([O:30]C(=O)OC(Cl)(Cl)Cl)Cl. (2) Given the product [F:12][C:13]1[C:14]([CH:26]=[O:27])=[C:15]([NH:19][C:20](=[O:25])[C:21]([CH3:24])([CH3:22])[CH3:23])[CH:16]=[CH:17][CH:18]=1, predict the reactants needed to synthesize it. The reactants are: [Cr](Cl)([O-])(=O)=O.[NH+]1C=CC=CC=1.[F:12][C:13]1[C:14]([CH2:26][OH:27])=[C:15]([NH:19][C:20](=[O:25])[C:21]([CH3:24])([CH3:23])[CH3:22])[CH:16]=[CH:17][CH:18]=1.